Task: Predict the product of the given reaction.. Dataset: Forward reaction prediction with 1.9M reactions from USPTO patents (1976-2016) (1) Given the reactants [C:1]([O:4][CH:5](SC)[C:6](=[O:17])[C@@H:7]([NH:9][C:10]([O:12][C:13]([CH3:16])([CH3:15])[CH3:14])=[O:11])[CH3:8])(=[O:3])[CH3:2].CCO.[BH4-].[Na+].Cl, predict the reaction product. The product is: [C:1]([O:4][CH2:5][CH:6]([OH:17])[C@@H:7]([NH:9][C:10]([O:12][C:13]([CH3:16])([CH3:15])[CH3:14])=[O:11])[CH3:8])(=[O:3])[CH3:2]. (2) Given the reactants [F:1][C@:2]1([CH3:18])[C@H:6]([OH:7])[C@@H:5]([CH2:8][OH:9])[O:4][C@H:3]1[N:10]1[CH:17]=[CH:16][C:14](=[O:15])[NH:13][C:11]1=[O:12].[CH3:19][C:20]([Si:23](Cl)([CH3:25])[CH3:24])([CH3:22])[CH3:21].CO.C1(C)C=CC=CC=1, predict the reaction product. The product is: [Si:23]([O:9][CH2:8][C@H:5]1[O:4][C@@H:3]([N:10]2[CH:17]=[CH:16][C:14](=[O:15])[NH:13][C:11]2=[O:12])[C@@:2]([F:1])([CH3:18])[C@@H:6]1[OH:7])([C:20]([CH3:22])([CH3:21])[CH3:19])([CH3:25])[CH3:24].